Dataset: Forward reaction prediction with 1.9M reactions from USPTO patents (1976-2016). Task: Predict the product of the given reaction. (1) Given the reactants [Cl:1][C:2]1[CH:7]=[CH:6][C:5]([NH:8][S:9]([C:12]([F:15])([F:14])[F:13])(=[O:11])=[O:10])=[C:4]([C:16](=O)[CH2:17][CH3:18])[CH:3]=1.Cl.[CH2:21]([O:24][NH2:25])[CH:22]=[CH2:23].CC([O-])=O.[Na+], predict the reaction product. The product is: [CH2:21]([O:24][N:25]=[C:16]([C:4]1[CH:3]=[C:2]([Cl:1])[CH:7]=[CH:6][C:5]=1[NH:8][S:9]([C:12]([F:15])([F:14])[F:13])(=[O:11])=[O:10])[CH2:17][CH3:18])[CH:22]=[CH2:23]. (2) Given the reactants [CH:1]1([CH2:4][O:5][C:6]2[CH:11]=[CH:10][CH:9]=[C:8]([O:12][CH2:13][C:14]3[CH:19]=[CH:18][C:17]([O:20][CH3:21])=[CH:16][CH:15]=3)[C:7]=2[C:22]2[CH:31]=[C:30]([CH:32]3[CH2:37][CH2:36][CH2:35][N:34]([C:38]([O:40][C:41]([CH3:44])([CH3:43])[CH3:42])=[O:39])[CH2:33]3)[C:29]3[CH:28]=[C:27]([N+:45]([O-])=O)[C:26](=[O:48])[NH:25][C:24]=3[N:23]=2)[CH2:3][CH2:2]1.C(O)C.[Cl-].[NH4+], predict the reaction product. The product is: [NH2:45][C:27]1[C:26](=[O:48])[NH:25][C:24]2[N:23]=[C:22]([C:7]3[C:8]([O:12][CH2:13][C:14]4[CH:15]=[CH:16][C:17]([O:20][CH3:21])=[CH:18][CH:19]=4)=[CH:9][CH:10]=[CH:11][C:6]=3[O:5][CH2:4][CH:1]3[CH2:2][CH2:3]3)[CH:31]=[C:30]([CH:32]3[CH2:37][CH2:36][CH2:35][N:34]([C:38]([O:40][C:41]([CH3:44])([CH3:43])[CH3:42])=[O:39])[CH2:33]3)[C:29]=2[CH:28]=1. (3) Given the reactants [NH2:1][C@@H:2]1[CH2:7][CH2:6][CH2:5][CH2:4][C@@H:3]1[NH2:8].C12BC(CCC1)CCC2.[CH2:18]([O:25][C:26](Cl)=[O:27])[C:19]1[CH:24]=[CH:23][CH:22]=[CH:21][CH:20]=1.O, predict the reaction product. The product is: [NH2:1][C@@H:2]1[CH2:7][CH2:6][CH2:5][CH2:4][C@@H:3]1[NH:8][C:26](=[O:27])[O:25][CH2:18][C:19]1[CH:24]=[CH:23][CH:22]=[CH:21][CH:20]=1. (4) Given the reactants [N+:1]([C:4]1[CH:30]=[CH:29][C:7]([CH2:8][N:9]([CH:23]2[CH2:28][CH2:27][NH:26][CH2:25][CH2:24]2)[C:10](=[O:22])[C:11]2[CH:16]=[CH:15][C:14]([CH2:17][CH2:18][CH2:19][CH2:20][CH3:21])=[CH:13][CH:12]=2)=[CH:6][CH:5]=1)([O-:3])=[O:2].[CH:31](=O)[CH2:32][CH:33]([CH3:35])[CH3:34].C(O[BH-](OC(=O)C)OC(=O)C)(=O)C.[Na+].O, predict the reaction product. The product is: [CH3:34][CH:33]([CH3:35])[CH2:32][CH2:31][N:26]1[CH2:27][CH2:28][CH:23]([N:9]([CH2:8][C:7]2[CH:6]=[CH:5][C:4]([N+:1]([O-:3])=[O:2])=[CH:30][CH:29]=2)[C:10](=[O:22])[C:11]2[CH:12]=[CH:13][C:14]([CH2:17][CH2:18][CH2:19][CH2:20][CH3:21])=[CH:15][CH:16]=2)[CH2:24][CH2:25]1. (5) Given the reactants [CH:1]1([C:5]2[N:9]3[CH:10]=[CH:11][N:12]=[C:13]([NH2:14])[C:8]3=[C:7]([C:15]3[CH:24]=[C:23]4[C:18]([CH:19]=[CH:20][CH:21]=[N:22]4)=[CH:17][CH:16]=3)[N:6]=2)[CH2:4][CH2:3][CH2:2]1.[S:25]1[CH:29]=[CH:28][CH:27]=[C:26]1[Li], predict the reaction product. The product is: [CH:1]1([C:5]2[N:9]3[CH:10]=[CH:11][N:12]=[C:13]([NH2:14])[C:8]3=[C:7]([C:15]3[CH:24]=[C:23]4[C:18]([CH:19]=[CH:20][C:21]([C:26]5[S:25][CH:29]=[CH:28][CH:27]=5)=[N:22]4)=[CH:17][CH:16]=3)[N:6]=2)[CH2:2][CH2:3][CH2:4]1. (6) Given the reactants [K][N:2]1[C:10](=[O:11])[C:9]2[C:4](=[CH:5][CH:6]=[CH:7][CH:8]=2)[C:3]1=[O:12].CN(C=O)C.[Br:18][C:19]1[CH:24]=[C:23]([O:25][CH3:26])[CH:22]=[C:21]([CH2:27]Br)[CH:20]=1, predict the reaction product. The product is: [Br:18][C:19]1[CH:20]=[C:21]([CH2:27][N:2]2[C:10](=[O:11])[C:9]3[C:4](=[CH:5][CH:6]=[CH:7][CH:8]=3)[C:3]2=[O:12])[CH:22]=[C:23]([O:25][CH3:26])[CH:24]=1. (7) Given the reactants [C:1](N1C=CN=C1)(N1C=CN=C1)=[O:2].[NH2:13][C:14]1[CH:15]=[C:16]([CH:21]=[CH:22][C:23]=1[NH2:24])[C:17]([O:19][CH3:20])=[O:18].CO.O, predict the reaction product. The product is: [OH:2][C:1]1[NH:24][C:23]2[CH:22]=[CH:21][C:16]([C:17]([O:19][CH3:20])=[O:18])=[CH:15][C:14]=2[N:13]=1. (8) Given the reactants [CH:1]1[CH:6]=[CH:5][C:4]([C:7](C2C=CC(O)=CC=2)(C2C=CC(O)=CC=2)[C:8]2[CH:13]=[CH:12][CH:11]=[CH:10][CH:9]=2)=[CH:3][CH:2]=1.[C:28]1(P([C:28]2[CH:33]=[CH:32][CH:31]=[CH:30][CH:29]=2)[C:28]2[CH:33]=[CH:32][CH:31]=[CH:30][CH:29]=2)[CH:33]=[CH:32][CH:31]=[CH:30][CH:29]=1.[C:47]([O:51][CH2:52][CH2:53][OH:54])(=[O:50])[CH:48]=[CH2:49].N(C([O:64][CH2:65][CH3:66])=O)=NC(OCC)=O, predict the reaction product. The product is: [C:47]([O:51][CH2:52][C:53]([CH:7]([C:4]1[CH:5]=[CH:6][CH:1]=[CH:2][CH:3]=1)[C:8]1[CH:13]=[CH:12][CH:11]=[CH:10][CH:9]=1)([O:64][C:65]1[CH:66]=[CH:3][CH:2]=[CH:1][CH:6]=1)[O:54][C:28]1[CH:33]=[CH:32][CH:31]=[CH:30][CH:29]=1)(=[O:50])[CH:48]=[CH2:49].